Dataset: Reaction yield outcomes from USPTO patents with 853,638 reactions. Task: Predict the reaction yield, written as a fraction of the theoretical maximum amount of product (1.0 means a 100% yield; for example, 0.34 means a 34% yield). (1) The reactants are [Cl-].[Cl-].[Cl-].[Al+3].[Cl-].[Na+].C([O:11][C:12]1[CH:17]=[CH:16][C:15]([Br:18])=[CH:14][CH:13]=1)(=O)C=C. The catalyst is O. The product is [Br:18][C:15]1[CH:14]=[CH:13][C:12]([OH:11])=[C:17]2[C:16]=1[CH2:14][CH2:13][C:12]2=[O:11]. The yield is 0.360. (2) The reactants are [CH3:1][O:2][C:3]1[CH:4]=[C:5]2[C:10](=[CH:11][CH:12]=1)[C:9]([C:13](=[O:29])[C:14]1[CH:19]=[CH:18][C:17]([O:20][CH2:21][CH2:22][N:23]3[CH2:28][CH2:27][CH2:26][CH2:25][CH2:24]3)=[CH:16][CH:15]=1)=[C:8](OS(C(F)(F)F)(=O)=O)[CH:7]=[CH:6]2.[CH3:38][S:39][C:40]1[CH:45]=[C:44]([F:46])[CH:43]=[CH:42][C:41]=1B(O)O.[F-].[Cs+].C1(P(C2CCCCC2)C2CCCCC2)CCCCC1. The catalyst is C([O-])(=O)C.[Pd+2].C([O-])(=O)C. The product is [F:46][C:44]1[CH:43]=[CH:42][C:41]([C:8]2[CH:7]=[CH:6][C:5]3[C:10](=[CH:11][CH:12]=[C:3]([O:2][CH3:1])[CH:4]=3)[C:9]=2[C:13]([C:14]2[CH:19]=[CH:18][C:17]([O:20][CH2:21][CH2:22][N:23]3[CH2:28][CH2:27][CH2:26][CH2:25][CH2:24]3)=[CH:16][CH:15]=2)=[O:29])=[C:40]([S:39][CH3:38])[CH:45]=1. The yield is 0.830. (3) The reactants are [CH2:1]([N:3]1[C:12]2[C:7](=[CH:8][CH:9]=[CH:10][CH:11]=2)[NH:6][C:5](=O)[C:4]1=[O:14])[CH3:2].P(Br)(Br)([Br:17])=O.C(=O)([O-])[O-].[Na+].[Na+]. The catalyst is ClC(Cl)C. The product is [Br:17][C:5]1[C:4](=[O:14])[N:3]([CH2:1][CH3:2])[C:12]2[C:7]([N:6]=1)=[CH:8][CH:9]=[CH:10][CH:11]=2. The yield is 0.530.